This data is from Human liver microsome stability data. The task is: Regression/Classification. Given a drug SMILES string, predict its absorption, distribution, metabolism, or excretion properties. Task type varies by dataset: regression for continuous measurements (e.g., permeability, clearance, half-life) or binary classification for categorical outcomes (e.g., BBB penetration, CYP inhibition). Dataset: hlm. (1) The result is 1 (stable in human liver microsomes). The molecule is O=C(Oc1cccc(N2CCS(=O)(=O)CC2)c1)N1CCC(c2ccccc2)CC1. (2) The molecule is O=c1n(Cc2nc3ccccc3n2CCCCO)c2cnccc2n1C1CCC1. The result is 1 (stable in human liver microsomes). (3) The drug is CC(C)=CCN(C(=O)CCN1CCN(C(=O)c2ccco2)CC1)c1ccc2c(C)cc(=O)oc2c1. The result is 1 (stable in human liver microsomes).